This data is from Reaction yield outcomes from USPTO patents with 853,638 reactions. The task is: Predict the reaction yield, written as a fraction of the theoretical maximum amount of product (1.0 means a 100% yield; for example, 0.34 means a 34% yield). (1) The reactants are Cl[C:2]1[CH:7]=[C:6]([NH:8][C:9]2[CH:19]=[CH:18][CH:17]=[CH:16][C:10]=2[C:11]([NH:13][O:14][CH3:15])=[O:12])[C:5]([Cl:20])=[CH:4][N:3]=1.[CH3:21][C:22]1[CH:26]=[C:25]([NH2:27])[N:24]([CH:28]([CH3:30])[CH3:29])[N:23]=1.C(=O)([O-])[O-].[Cs+].[Cs+].C1C=CC(P(C2C(C3C(P(C4C=CC=CC=4)C4C=CC=CC=4)=CC=C4C=3C=CC=C4)=C3C(C=CC=C3)=CC=2)C2C=CC=CC=2)=CC=1. The catalyst is C([O-])(=O)C.[Pd+2].C([O-])(=O)C. The product is [Cl:20][C:5]1[C:6]([NH:8][C:9]2[CH:19]=[CH:18][CH:17]=[CH:16][C:10]=2[C:11]([NH:13][O:14][CH3:15])=[O:12])=[CH:7][C:2]([NH:27][C:25]2[N:24]([CH:28]([CH3:30])[CH3:29])[N:23]=[C:22]([CH3:21])[CH:26]=2)=[N:3][CH:4]=1. The yield is 0.150. (2) The reactants are Cl.[NH2:2][C@@H:3]1[CH2:12][CH2:11][CH2:10][C:9]2[C:8]([C:13]3[N:17]=[C:16]([C:18]4[CH:19]=[CH:20][C:21]([O:26][CH:27]([CH3:29])[CH3:28])=[C:22]([CH:25]=4)[C:23]#[N:24])[O:15][N:14]=3)=[CH:7][CH:6]=[CH:5][C:4]1=2.[S:30](N)([NH2:33])(=[O:32])=[O:31].CCN(C(C)C)C(C)C. The catalyst is O1CCOCC1. The product is [C:23]([C:22]1[CH:25]=[C:18]([C:16]2[O:15][N:14]=[C:13]([C:8]3[CH:7]=[CH:6][CH:5]=[C:4]4[C:9]=3[CH2:10][CH2:11][CH2:12][C@H:3]4[NH:2][S:30]([NH2:33])(=[O:32])=[O:31])[N:17]=2)[CH:19]=[CH:20][C:21]=1[O:26][CH:27]([CH3:29])[CH3:28])#[N:24]. The yield is 0.420. (3) The reactants are [F:1][C:2]1[CH:3]=[C:4]2[C:8](=[C:9]([F:11])[CH:10]=1)[NH:7][CH:6]=[CH:5]2.[CH:12]([Si:15]([CH:20]([CH3:22])[CH3:21])([CH:17]([CH3:19])[CH3:18])Cl)([CH3:14])[CH3:13].[NH4+].[Cl-].CCOCC. The catalyst is C1COCC1. The product is [F:1][C:2]1[CH:3]=[C:4]2[C:8](=[C:9]([F:11])[CH:10]=1)[N:7]([Si:15]([CH:20]([CH3:22])[CH3:21])([CH:17]([CH3:19])[CH3:18])[CH:12]([CH3:14])[CH3:13])[CH:6]=[CH:5]2. The yield is 0.740. (4) The reactants are I[C:2]1[CH:7]=[CH:6][CH:5]=[C:4](I)[CH:3]=1.[NH:9]1[C:13]2[CH:14]=CC=C[C:12]=2[N:11]=[CH:10]1.[N:18]1[C:31]2[C:22](=[CH:23][CH:24]=[C:25]3[C:30]=2[N:29]=[CH:28][CH:27]=[CH:26]3)C=C[CH:19]=1.C(=O)([O-])[O-].[Cs+].[Cs+]. The catalyst is CN(C=O)C.C(Cl)Cl.[Cu]I.CO. The product is [N:9]1([C:13]2[CH:14]=[CH:26][CH:27]=[C:28]([N:29]3[C:30]4[CH:25]=[CH:24][CH:23]=[CH:22][C:31]=4[N:18]=[CH:19]3)[CH:12]=2)[C:3]2[CH:4]=[CH:5][CH:6]=[CH:7][C:2]=2[N:11]=[CH:10]1. The yield is 0.510.